From a dataset of Forward reaction prediction with 1.9M reactions from USPTO patents (1976-2016). Predict the product of the given reaction. (1) Given the reactants Cl.[NH:2]1[CH2:7][CH2:6][CH:5]([CH2:8][NH:9][C:10](=[O:17])[O:11][CH2:12][C:13]([NH:15][CH3:16])=[O:14])[CH2:4][CH2:3]1.C(O[BH-](OC(=O)C)OC(=O)C)(=O)C.[Na+].[Cl:32][C:33]1[CH:40]=[CH:39][C:36]([CH:37]=O)=[CH:35][CH:34]=1.Cl, predict the reaction product. The product is: [ClH:32].[Cl:32][C:33]1[CH:40]=[CH:39][C:36]([CH2:37][N:2]2[CH2:7][CH2:6][CH:5]([CH2:8][NH:9][C:10](=[O:17])[O:11][CH2:12][C:13]([NH:15][CH3:16])=[O:14])[CH2:4][CH2:3]2)=[CH:35][CH:34]=1. (2) Given the reactants Cl.[Cl:2][C:3]1[CH:8]=[CH:7][C:6]([NH:9][C:10](=[O:25])[C:11]2[CH:16]=[CH:15][C:14]([CH2:17][N:18]3[CH2:23][CH2:22][NH:21][CH2:20][C:19]3=[O:24])=[CH:13][CH:12]=2)=[CH:5][C:4]=1[C:26]1[CH:31]=[CH:30][CH:29]=[CH:28][N:27]=1.C=O.[C:34](O[BH-](OC(=O)C)OC(=O)C)(=O)C.[Na+], predict the reaction product. The product is: [Cl:2][C:3]1[CH:8]=[CH:7][C:6]([NH:9][C:10](=[O:25])[C:11]2[CH:12]=[CH:13][C:14]([CH2:17][N:18]3[CH2:23][CH2:22][N:21]([CH3:34])[CH2:20][C:19]3=[O:24])=[CH:15][CH:16]=2)=[CH:5][C:4]=1[C:26]1[CH:31]=[CH:30][CH:29]=[CH:28][N:27]=1. (3) Given the reactants [Br:1][C:2]1[C:3]([O:18][C:19]2[C:24]([CH3:25])=[CH:23][C:22]([C:26]#[N:27])=[CH:21][C:20]=2[CH3:28])=[N:4][C:5]([NH:9][C:10]2[CH:17]=[CH:16][C:13]([C:14]#[N:15])=[CH:12][CH:11]=2)=[N:6][C:7]=1[Cl:8].O1CCCC1.[N:34]1([CH2:39][CH2:40][NH2:41])[CH2:38][CH2:37][CH2:36][CH2:35]1.Cl.C(OCC)C, predict the reaction product. The product is: [ClH:8].[Br:1][C:2]1[C:3]([O:18][C:19]2[C:24]([CH3:25])=[CH:23][C:22]([C:26]#[N:27])=[CH:21][C:20]=2[CH3:28])=[N:4][C:5]([NH:9][C:10]2[CH:17]=[CH:16][C:13]([C:14]#[N:15])=[CH:12][CH:11]=2)=[N:6][C:7]=1[NH:41][CH2:40][CH2:39][N:34]1[CH2:38][CH2:37][CH2:36][CH2:35]1. (4) Given the reactants O[CH2:2][CH2:3][CH2:4][C:5]#[C:6][C:7]1[CH:8]=[C:9]([NH:13][C:14]([C:16]2[CH:17]=[C:18]([S:22]([C:25]3[CH:26]=[C:27]4[C:32](=[C:33]([CH3:35])[CH:34]=3)[N:31]=[CH:30][C:29]([C:36]([NH2:38])=[O:37])=[C:28]4[NH:39][C:40]3[CH:45]=[CH:44][CH:43]=[C:42]([O:46][CH3:47])[CH:41]=3)(=[O:24])=[O:23])[CH:19]=[CH:20][CH:21]=2)=[O:15])[CH:10]=[CH:11][CH:12]=1.C(Br)(Br)(Br)[Br:49].C1(P(C2C=CC=CC=2)C2C=CC=CC=2)C=CC=CC=1, predict the reaction product. The product is: [Br:49][CH2:2][CH2:3][CH2:4][C:5]#[C:6][C:7]1[CH:8]=[C:9]([NH:13][C:14]([C:16]2[CH:17]=[C:18]([S:22]([C:25]3[CH:26]=[C:27]4[C:32](=[C:33]([CH3:35])[CH:34]=3)[N:31]=[CH:30][C:29]([C:36]([NH2:38])=[O:37])=[C:28]4[NH:39][C:40]3[CH:45]=[CH:44][CH:43]=[C:42]([O:46][CH3:47])[CH:41]=3)(=[O:24])=[O:23])[CH:19]=[CH:20][CH:21]=2)=[O:15])[CH:10]=[CH:11][CH:12]=1. (5) Given the reactants C([N:4]([S:34]([CH2:37][C:38]1[CH:43]=[CH:42][CH:41]=[CH:40][CH:39]=1)(=[O:36])=[O:35])[C:5]([CH:7]1[CH2:12][CH2:11][N:10]([C:13]2[C:23]([C:24]#[N:25])=[CH:22][C:16]([C:17]([O:19][CH2:20][CH3:21])=[O:18])=[C:15]([O:26][CH2:27][CH2:28][N:29]3[CH:33]=[CH:32][CH:31]=[CH:30]3)[N:14]=2)[CH2:9][CH2:8]1)=[O:6])C=C.[Na+].C1(C)C=CC(S([O-])=O)=CC=1.O, predict the reaction product. The product is: [CH2:37]([S:34]([NH:4][C:5]([CH:7]1[CH2:12][CH2:11][N:10]([C:13]2[C:23]([C:24]#[N:25])=[CH:22][C:16]([C:17]([O:19][CH2:20][CH3:21])=[O:18])=[C:15]([O:26][CH2:27][CH2:28][N:29]3[CH:30]=[CH:31][CH:32]=[CH:33]3)[N:14]=2)[CH2:9][CH2:8]1)=[O:6])(=[O:35])=[O:36])[C:38]1[CH:43]=[CH:42][CH:41]=[CH:40][CH:39]=1. (6) Given the reactants [Cl:1][C:2]1[C:3]([O:10][CH2:11][CH2:12][CH3:13])=[C:4]([CH2:8][OH:9])[CH:5]=[CH:6][CH:7]=1, predict the reaction product. The product is: [Cl:1][C:2]1[C:3]([O:10][CH2:11][CH2:12][CH3:13])=[C:4]([CH:5]=[CH:6][CH:7]=1)[CH:8]=[O:9].